This data is from Reaction yield outcomes from USPTO patents with 853,638 reactions. The task is: Predict the reaction yield, written as a fraction of the theoretical maximum amount of product (1.0 means a 100% yield; for example, 0.34 means a 34% yield). (1) The reactants are [CH3:1][O:2][C:3]1[CH:4]=[C:5]2[C:10](=[CH:11][C:12]=1[O:13][CH3:14])[N:9]=[CH:8][CH:7]=[C:6]2[O:15][C:16]1[CH:22]=[CH:21][C:19]([NH2:20])=[C:18]([CH3:23])[C:17]=1C.ClC(Cl)(O[C:29](=[O:35])[O:30][C:31](Cl)(Cl)Cl)Cl.[O:37]1[CH2:42][CH2:41][N:40]([CH2:43][CH2:44]CO)[CH2:39][CH2:38]1.[C:47](=O)(O)[O-].[Na+]. The catalyst is C(Cl)Cl.C(N(CC)CC)C.C1(C)C=CC=CC=1. The product is [CH3:1][O:2][C:3]1[CH:4]=[C:5]2[C:10](=[CH:11][C:12]=1[O:13][CH3:14])[N:9]=[CH:8][CH:7]=[C:6]2[O:15][C:16]1[C:22]([CH3:47])=[CH:21][C:19]([NH:20][C:29](=[O:35])[O:30][CH2:31][CH2:44][CH2:43][N:40]2[CH2:41][CH2:42][O:37][CH2:38][CH2:39]2)=[C:18]([CH3:23])[CH:17]=1. The yield is 0.770. (2) The reactants are [CH3:1][O:2][C:3]1[CH:8]=[CH:7][CH:6]=[C:5]([O:9][CH3:10])[C:4]=1[N+:11]([O-])=O.C([O-])([O-])=O.[Na+].[Na+]. The catalyst is CC(O)=O.CCO.O.[Fe]. The product is [CH3:10][O:9][C:5]1[CH:6]=[CH:7][CH:8]=[C:3]([O:2][CH3:1])[C:4]=1[NH2:11]. The yield is 0.980. (3) The reactants are [CH3:1][OH:2].[O:3]1CCCC1.[CH3:8][C:9]1[C:21]2C(=O)[C:19]3[C:14](=[CH:15][CH:16]=[C:17]([S:23][CH3:24])[CH:18]=3)[NH:13][C:12]=2[N:11]([C:25]2[CH:30]=[CH:29][CH:28]=[CH:27][N:26]=2)[N:10]=1.I([O-])(=O)(=O)=O.[Na+].[OH2:37]. No catalyst specified. The product is [CH3:8][C:9]1[C:21]2[C:1](=[O:2])[C:19]3[C:14](=[CH:15][CH:16]=[C:17]([S:23]([CH3:24])(=[O:3])=[O:37])[CH:18]=3)[NH:13][C:12]=2[N:11]([C:25]2[CH:30]=[CH:29][CH:28]=[CH:27][N:26]=2)[N:10]=1. The yield is 0.150. (4) The reactants are [C:1]([C:5]1[N:9]=[CH:8][NH:7][C:6]=1[CH2:10][OH:11])([CH3:4])([CH3:3])[CH3:2]. The catalyst is CC(C)=O.[O-2].[O-2].[Mn+4]. The product is [C:1]([C:5]1[N:9]=[CH:8][NH:7][C:6]=1[CH:10]=[O:11])([CH3:4])([CH3:2])[CH3:3]. The yield is 0.510.